Binary Classification. Given a T-cell receptor sequence (or CDR3 region) and an epitope sequence, predict whether binding occurs between them. From a dataset of TCR-epitope binding with 47,182 pairs between 192 epitopes and 23,139 TCRs. (1) The epitope is RQLLFVVEV. The TCR CDR3 sequence is CASSRLAGGLYNEQFF. Result: 1 (the TCR binds to the epitope). (2) The epitope is LLWNGPMAV. The TCR CDR3 sequence is CASIGGYGQPQHF. Result: 1 (the TCR binds to the epitope).